Dataset: TCR-epitope binding with 47,182 pairs between 192 epitopes and 23,139 TCRs. Task: Binary Classification. Given a T-cell receptor sequence (or CDR3 region) and an epitope sequence, predict whether binding occurs between them. (1) The epitope is RPPIFIRRL. The TCR CDR3 sequence is CASSAAGELETQYF. Result: 1 (the TCR binds to the epitope). (2) The epitope is IIKDYGKQM. The TCR CDR3 sequence is CASRIGAAGNSPLHF. Result: 0 (the TCR does not bind to the epitope). (3) The epitope is YVLDHLIVV. The TCR CDR3 sequence is CASSLGQQLITDTQYF. Result: 0 (the TCR does not bind to the epitope). (4) The epitope is FADDLNQLTGY. The TCR CDR3 sequence is CASSLDSRWGRYEQYF. Result: 1 (the TCR binds to the epitope). (5) The epitope is SGPLKAEIAQRLED. The TCR CDR3 sequence is CASSLRRLAGQYEQFF. Result: 0 (the TCR does not bind to the epitope). (6) The epitope is NLVPMVATV. The TCR CDR3 sequence is CASSLGQGTGELFF. Result: 1 (the TCR binds to the epitope). (7) Result: 1 (the TCR binds to the epitope). The TCR CDR3 sequence is CASSLGEQPQHF. The epitope is KRWIILGLNK.